From a dataset of Catalyst prediction with 721,799 reactions and 888 catalyst types from USPTO. Predict which catalyst facilitates the given reaction. (1) Reactant: Cl.[NH2:2][CH2:3][C@@H:4]1[O:8][C:7](=[O:9])[N:6]([C:10]2[CH:11]=[CH:12][C:13]3[C:19](=[O:20])[CH2:18][CH2:17][CH2:16][CH2:15][C:14]=3[CH:21]=2)[CH2:5]1.C(N(CC)CC)C.[C:29]([O:33][C:34](O[C:34]([O:33][C:29]([CH3:32])([CH3:31])[CH3:30])=[O:35])=[O:35])([CH3:32])([CH3:31])[CH3:30].C(Cl)Cl. Product: [C:29]([O:33][C:34](=[O:35])[NH:2][CH2:3][C@@H:4]1[O:8][C:7](=[O:9])[N:6]([C:10]2[CH:11]=[CH:12][C:13]3[C:19](=[O:20])[CH2:18][CH2:17][CH2:16][CH2:15][C:14]=3[CH:21]=2)[CH2:5]1)([CH3:32])([CH3:31])[CH3:30]. The catalyst class is: 1. (2) Reactant: C(Cl)(=O)C(Cl)=O.[Br:7][C:8]1[CH:13]=[CH:12][N:11]=[C:10]([C:14]([OH:16])=O)[CH:9]=1.Cl.[CH2:18]([NH:25][OH:26])[C:19]1[CH:24]=[CH:23][CH:22]=[CH:21][CH:20]=1.C(N(CC)CC)C.C(=O)(O)[O-].[Na+]. Product: [CH2:18]([N:25]([OH:26])[C:14]([C:10]1[CH:9]=[C:8]([Br:7])[CH:13]=[CH:12][N:11]=1)=[O:16])[C:19]1[CH:24]=[CH:23][CH:22]=[CH:21][CH:20]=1. The catalyst class is: 120. (3) Reactant: [F:1][C:2]1[CH:7]=[CH:6][C:5]([O:8][C:9](=[O:34])[N:10]([C@H:13]2[C@H:17]([C:18]3[CH:23]=[CH:22][C:21]([Cl:24])=[C:20]([F:25])[CH:19]=3)[CH2:16][N:15]([C:26]([CH:28]3[CH2:33][CH2:32][NH:31][CH2:30][CH2:29]3)=[O:27])[CH2:14]2)[CH2:11][CH3:12])=[CH:4][CH:3]=1.CCN(C(C)C)C(C)C.[S:44](Cl)([CH3:47])(=[O:46])=[O:45]. Product: [F:1][C:2]1[CH:7]=[CH:6][C:5]([O:8][C:9](=[O:34])[N:10]([C@H:13]2[C@H:17]([C:18]3[CH:23]=[CH:22][C:21]([Cl:24])=[C:20]([F:25])[CH:19]=3)[CH2:16][N:15]([C:26]([CH:28]3[CH2:33][CH2:32][N:31]([S:44]([CH3:47])(=[O:46])=[O:45])[CH2:30][CH2:29]3)=[O:27])[CH2:14]2)[CH2:11][CH3:12])=[CH:4][CH:3]=1. The catalyst class is: 3. (4) The catalyst class is: 15. Product: [O:1]=[C:2]1[C:10]2[C:5](=[CH:6][CH:7]=[CH:8][CH:9]=2)[C:4](=[O:11])[N:3]1[CH:12]1[CH2:17][CH2:16][C:15]([CH3:23])([C:18]([OH:20])=[O:19])[CH2:14][CH2:13]1. Reactant: [O:1]=[C:2]1[C:10]2[C:5](=[CH:6][CH:7]=[CH:8][CH:9]=2)[C:4](=[O:11])[N:3]1[CH:12]1[CH2:17][CH2:16][C:15]([CH3:23])([C:18]([O:20]CC)=[O:19])[CH2:14][CH2:13]1.Cl. (5) Reactant: Cl.O1CCOCC1.[CH2:8]([O:10][C:11]([C@H:13]1[CH2:18][CH2:17][CH2:16][N:15]([C:19](=[O:27])[C:20]2[CH:25]=[CH:24][CH:23]=[CH:22][C:21]=2[CH3:26])[C@H:14]1[C:28]1[CH:33]=[CH:32][C:31]([NH:34]C(OC(C)(C)C)=O)=[CH:30][CH:29]=1)=[O:12])[CH3:9].C([O-])(O)=O.[Na+]. Product: [CH2:8]([O:10][C:11]([C@H:13]1[CH2:18][CH2:17][CH2:16][N:15]([C:19](=[O:27])[C:20]2[CH:25]=[CH:24][CH:23]=[CH:22][C:21]=2[CH3:26])[C@H:14]1[C:28]1[CH:29]=[CH:30][C:31]([NH2:34])=[CH:32][CH:33]=1)=[O:12])[CH3:9]. The catalyst class is: 2. (6) Reactant: Br[CH2:2][C:3]1[C:4]([F:15])=[CH:5][CH:6]=[C:7]2[C:12]=1[N:11]=[C:10]([O:13][CH3:14])[CH:9]=[CH:8]2.[C-:16]#[N:17].[K+]. Product: [F:15][C:4]1[C:3]([CH2:2][C:16]#[N:17])=[C:12]2[C:7]([CH:8]=[CH:9][C:10]([O:13][CH3:14])=[N:11]2)=[CH:6][CH:5]=1. The catalyst class is: 3. (7) Reactant: [C:1]([N:8]1[CH2:12][CH2:11][C@H:10]([S:13][C:14]([C:27]2[CH:32]=[CH:31][CH:30]=[CH:29][CH:28]=2)([C:21]2[CH:26]=[CH:25][CH:24]=[CH:23][CH:22]=2)[C:15]2[CH:20]=[CH:19][CH:18]=[CH:17][CH:16]=2)[C@@H:9]1C=O)([O:3][C:4]([CH3:7])([CH3:6])[CH3:5])=[O:2].[C:35]1([CH:41]([C:44]2[CH:49]=[CH:48][CH:47]=[CH:46][CH:45]=2)[CH2:42][NH2:43])[CH:40]=[CH:39][CH:38]=[CH:37][CH:36]=1.[C:50](O[BH-](OC(=O)C)OC(=O)C)(=O)C.[Na+]. Product: [C:1]([N:8]1[CH2:12][CH2:11][C@H:10]([S:13][C:14]([C:21]2[CH:22]=[CH:23][CH:24]=[CH:25][CH:26]=2)([C:15]2[CH:16]=[CH:17][CH:18]=[CH:19][CH:20]=2)[C:27]2[CH:32]=[CH:31][CH:30]=[CH:29][CH:28]=2)[C@@H:9]1[N:43]([CH3:50])[CH2:42][CH:41]([C:35]1[CH:36]=[CH:37][CH:38]=[CH:39][CH:40]=1)[C:44]1[CH:45]=[CH:46][CH:47]=[CH:48][CH:49]=1)([O:3][C:4]([CH3:5])([CH3:7])[CH3:6])=[O:2]. The catalyst class is: 4. (8) Reactant: [F:1][C:2]1[CH:7]=[CH:6][CH:5]=[C:4]([C:8]2[CH:13]=[CH:12][C:11]([CH2:14][NH:15][C:16]([C:18]3([NH:21][C:22](=[O:27])[C:23]([O:25]C)=O)[CH2:20][CH2:19]3)=[O:17])=[C:10]([F:28])[CH:9]=2)[C:3]=1[C:29]([O:31][CH3:32])=[O:30].[NH3:33]. Product: [NH2:33][C:23](=[O:25])[C:22]([NH:21][C:18]1([C:16]([NH:15][CH2:14][C:11]2[CH:12]=[CH:13][C:8]([C:4]3[C:3]([C:29]([O:31][CH3:32])=[O:30])=[C:2]([F:1])[CH:7]=[CH:6][CH:5]=3)=[CH:9][C:10]=2[F:28])=[O:17])[CH2:20][CH2:19]1)=[O:27]. The catalyst class is: 61.